From a dataset of Peptide-MHC class I binding affinity with 185,985 pairs from IEDB/IMGT. Regression. Given a peptide amino acid sequence and an MHC pseudo amino acid sequence, predict their binding affinity value. This is MHC class I binding data. (1) The peptide sequence is FIKDRATAV. The MHC is HLA-A31:01 with pseudo-sequence HLA-A31:01. The binding affinity (normalized) is 0.0847. (2) The peptide sequence is KIFEDQLLPFM. The MHC is H-2-Db with pseudo-sequence H-2-Db. The binding affinity (normalized) is 0.435. (3) The peptide sequence is RIYRKGNPL. The MHC is HLA-A03:01 with pseudo-sequence HLA-A03:01. The binding affinity (normalized) is 0.527. (4) The peptide sequence is RTGDIGCFK. The MHC is HLA-B07:02 with pseudo-sequence HLA-B07:02. The binding affinity (normalized) is 0.0847. (5) The peptide sequence is ASYQFQLPY. The MHC is HLA-A03:01 with pseudo-sequence HLA-A03:01. The binding affinity (normalized) is 0.744. (6) The peptide sequence is TPVWHVTSA. The MHC is HLA-A02:01 with pseudo-sequence HLA-A02:01. The binding affinity (normalized) is 0.0847. (7) The peptide sequence is NMKQCTNDIY. The MHC is HLA-A11:01 with pseudo-sequence HLA-A11:01. The binding affinity (normalized) is 0.103. (8) The peptide sequence is VFAPKQKMF. The MHC is HLA-A24:02 with pseudo-sequence HLA-A24:02. The binding affinity (normalized) is 0.699. (9) The peptide sequence is FTQCGYPAL. The MHC is Patr-B0101 with pseudo-sequence Patr-B0101. The binding affinity (normalized) is 0.610.